From a dataset of Tyrosyl-DNA phosphodiesterase HTS with 341,365 compounds. Binary Classification. Given a drug SMILES string, predict its activity (active/inactive) in a high-throughput screening assay against a specified biological target. (1) The molecule is s1c(C(=O)NC2CCCCCC2)cc2c1nc1n(c2=O)cccc1C. The result is 0 (inactive). (2) The molecule is O1CC2C(C3(N(C2c2c1cc(OC)cc2)C(=O)c1c(NC3=O)cc(cc1C)C)C)C(OCC)=O. The result is 0 (inactive). (3) The drug is O1C(CC2(CCN(CC2)C(=O)Nc2c(OC)ccc(c2)C)CO)CCCC1. The result is 0 (inactive). (4) The drug is S(=O)(=O)(N(C)C)c1ccc(NC(=O)Cc2ccc(OC)cc2)cc1. The result is 0 (inactive). (5) The compound is o1c(C(=O)Nc2cc3c(n(c4c3cccc4)CC)cc2)ccc1. The result is 0 (inactive). (6) The molecule is N(c1nc(nc2c1cccc2)c1ccc(N(C)C)cc1)Cc1ncc(nc1)C. The result is 0 (inactive). (7) The drug is S(=O)(=O)(NC(C(C)C)C(=O)Nc1cc(CC)ccc1)c1cc2sc(nc2cc1)C. The result is 0 (inactive).